The task is: Predict the product of the given reaction.. This data is from Forward reaction prediction with 1.9M reactions from USPTO patents (1976-2016). Given the reactants CC(C)([O-])C.[K+].C([O:9][C:10](=O)[CH2:11][C:12](C1OC=CC=1)=O)C.[N:20]1[CH:25]=[CH:24][CH:23]=[CH:22][C:21]=1[C:26]([NH2:28])=[NH:27], predict the reaction product. The product is: [N:20]1[CH:25]=[CH:24][CH:23]=[CH:22][C:21]=1[C:26]1[N:28]=[C:10]([OH:9])[CH:11]=[CH:12][N:27]=1.